This data is from Forward reaction prediction with 1.9M reactions from USPTO patents (1976-2016). The task is: Predict the product of the given reaction. (1) Given the reactants [Cl:1][C:2]1[CH:7]=[CH:6][C:5]([C:8]2[CH:13]=[C:12]([CH2:14][CH3:15])[N:11]3[N:16]=[CH:17][C:18](I)=[C:10]3[N:9]=2)=[CH:4][CH:3]=1.[C:20]([C:22]1[CH:23]=[CH:24][C:25]([NH2:28])=[N:26][CH:27]=1)#[CH:21], predict the reaction product. The product is: [Cl:1][C:2]1[CH:7]=[CH:6][C:5]([C:8]2[CH:13]=[C:12]([CH2:14][CH3:15])[N:11]3[N:16]=[CH:17][C:18]([C:21]#[C:20][C:22]4[CH:23]=[CH:24][C:25]([NH2:28])=[N:26][CH:27]=4)=[C:10]3[N:9]=2)=[CH:4][CH:3]=1. (2) Given the reactants C1CCC(N=C=NC2CCCCC2)CC1.[O:16]1[CH:20]=[CH:19][C:18]([C:21]([OH:23])=[O:22])=[CH:17]1.O[N:25]1[C:29](=[O:30])[CH2:28][CH2:27][C:26]1=[O:31], predict the reaction product. The product is: [O:16]1[CH:20]=[CH:19][C:18]([C:21]([O:23][N:25]2[C:29](=[O:30])[CH2:28][CH2:27][C:26]2=[O:31])=[O:22])=[CH:17]1. (3) Given the reactants C1C2C(COC(=O)[NH:17][C@H:18]3[CH2:22][C@@H:21]([C:23](=[O:35])[NH:24][C@H:25]4[C:34]5[C:29](=[CH:30][CH:31]=[CH:32][CH:33]=5)[CH2:28][CH2:27][CH2:26]4)[N:20]([C:36](=[O:58])[C@@H:37]([NH:44][C:45](=[O:57])[C@@H:46]([N:48]([C:50]([O:52][C:53]([CH3:56])([CH3:55])[CH3:54])=[O:51])[CH3:49])[CH3:47])[CH:38]4[CH2:43][CH2:42][CH2:41][CH2:40][CH2:39]4)[CH2:19]3)C3C(=CC=CC=3)C=2C=CC=1.N1CCCCC1, predict the reaction product. The product is: [C:53]([O:52][C:50](=[O:51])[N:48]([C@H:46]([C:45](=[O:57])[NH:44][C@@H:37]([CH:38]1[CH2:39][CH2:40][CH2:41][CH2:42][CH2:43]1)[C:36]([N:20]1[CH2:19][C@@H:18]([NH2:17])[CH2:22][C@H:21]1[C:23](=[O:35])[NH:24][C@H:25]1[C:34]2[C:29](=[CH:30][CH:31]=[CH:32][CH:33]=2)[CH2:28][CH2:27][CH2:26]1)=[O:58])[CH3:47])[CH3:49])([CH3:54])([CH3:55])[CH3:56].